This data is from Catalyst prediction with 721,799 reactions and 888 catalyst types from USPTO. The task is: Predict which catalyst facilitates the given reaction. (1) Reactant: Br[CH2:2][C:3]1[O:7][N:6]=[C:5]([C:8]([NH:10][C@@H:11]([CH3:27])[CH2:12][N:13]2[CH:17]=[CH:16][C:15]([C:18]3[CH:23]=[CH:22][C:21]([C:24]#[N:25])=[C:20]([Cl:26])[CH:19]=3)=[N:14]2)=[O:9])[CH:4]=1.[NH:28]1[CH:32]=[CH:31][N:30]=[CH:29]1. Product: [N:28]1([CH2:2][C:3]2[O:7][N:6]=[C:5]([C:8]([NH:10][C@@H:11]([CH3:27])[CH2:12][N:13]3[CH:17]=[CH:16][C:15]([C:18]4[CH:23]=[CH:22][C:21]([C:24]#[N:25])=[C:20]([Cl:26])[CH:19]=4)=[N:14]3)=[O:9])[CH:4]=2)[CH:32]=[CH:31][N:30]=[CH:29]1. The catalyst class is: 10. (2) Reactant: [CH2:1]([O:8][C:9]1[CH:10]=[C:11]([OH:18])[C:12]2[S:16][CH:15]=[N:14][C:13]=2[CH:17]=1)[C:2]1[CH:7]=[CH:6][CH:5]=[CH:4][CH:3]=1.O[C@H:20]([C@H:22]1[CH2:26][N:25]([C@@H:27]([C:29]2[CH:34]=[CH:33][C:32]([O:35][CH3:36])=[CH:31][CH:30]=2)[CH3:28])[C:24](=[O:37])[CH2:23]1)[CH3:21].C1C=CC(P(C2C=CC=CC=2)C2C=CC=CC=2)=CC=1.CCOC(/N=N/C(OCC)=O)=O. Product: [CH2:1]([O:8][C:9]1[CH:10]=[C:11]([O:18][C@@H:20]([C@H:22]2[CH2:26][N:25]([C@@H:27]([C:29]3[CH:30]=[CH:31][C:32]([O:35][CH3:36])=[CH:33][CH:34]=3)[CH3:28])[C:24](=[O:37])[CH2:23]2)[CH3:21])[C:12]2[S:16][CH:15]=[N:14][C:13]=2[CH:17]=1)[C:2]1[CH:7]=[CH:6][CH:5]=[CH:4][CH:3]=1. The catalyst class is: 1. (3) Reactant: [CH3:1][C:2]([CH3:38])([CH2:6][O:7][C:8]1[CH:13]=[C:12]([CH3:14])[C:11]([C:15]2[CH:20]=[N:19][C:18]([C:21]3[N:22](COCC[Si](C)(C)C)[CH:23]=[C:24]([C:26]([F:29])([F:28])[F:27])[N:25]=3)=[CH:17][N:16]=2)=[CH:10][N:9]=1)[C:3]([OH:5])=[O:4].CC(C)(COC1C=C(C)C(C2C=NC(C3N(COCC[Si](C)(C)C)C(C(F)(F)F)=CN=3)=CN=2)=CN=1)C(O)=O.C(O)(=O)C. Product: [CH3:1][C:2]([CH3:38])([CH2:6][O:7][C:8]1[CH:13]=[C:12]([CH3:14])[C:11]([C:15]2[CH:20]=[N:19][C:18]([C:21]3[NH:25][C:24]([C:26]([F:28])([F:27])[F:29])=[CH:23][N:22]=3)=[CH:17][N:16]=2)=[CH:10][N:9]=1)[C:3]([OH:5])=[O:4]. The catalyst class is: 574.